Predict the reaction yield, written as a fraction of the theoretical maximum amount of product (1.0 means a 100% yield; for example, 0.34 means a 34% yield). From a dataset of Reaction yield outcomes from USPTO patents with 853,638 reactions. (1) The reactants are O1CCCCC1[N:7]1[CH:11]=[N:10][C:9]([C:12]2[N:17]=[CH:16][C:15]([C:18]3[N:19]=[C:20]4[N:27]([CH:28]5[CH2:33][CH2:32][O:31][CH2:30][CH2:29]5)[CH2:26][C:25](=[O:34])[NH:24][C:21]4=[N:22][CH:23]=3)=[CH:14][CH:13]=2)=[N:8]1.O1CCC(N2C3C(=NC=C([Sn](C)(C)C)N=3)NC(=O)C2)CC1.BrC1C=CC(C2N=CN(C3CCCCO3)N=2)=NC=1.C1(C)C=CC=CC=1P(C1C=CC=CC=1C)C1C=CC=CC=1C.C(N(CC)CC)C. The catalyst is C1C=CC(/C=C/C(/C=C/C2C=CC=CC=2)=O)=CC=1.C1C=CC(/C=C/C(/C=C/C2C=CC=CC=2)=O)=CC=1.C1C=CC(/C=C/C(/C=C/C2C=CC=CC=2)=O)=CC=1.[Pd].[Pd].CN(C)C=O. The product is [NH:7]1[CH:11]=[N:10][C:9]([C:12]2[N:17]=[CH:16][C:15]([C:18]3[N:19]=[C:20]4[N:27]([CH:28]5[CH2:29][CH2:30][O:31][CH2:32][CH2:33]5)[CH2:26][C:25](=[O:34])[NH:24][C:21]4=[N:22][CH:23]=3)=[CH:14][CH:13]=2)=[N:8]1. The yield is 0.390. (2) The reactants are [C:1]([C:4]1[CH:9]=[CH:8][C:7]([C:10]2[CH:15]=[CH:14][C:13](/[C:16](/[CH3:36])=[CH:17]/[CH2:18][O:19][C:20]3[CH:25]=[CH:24][C:23]([CH2:26][C@H:27]([O:33][CH2:34][CH3:35])[C:28]([O:30]CC)=[O:29])=[CH:22][CH:21]=3)=[CH:12][CH:11]=2)=[CH:6][CH:5]=1)(=[O:3])[CH3:2].[OH-].[Na+]. No catalyst specified. The product is [C:1]([C:4]1[CH:5]=[CH:6][C:7]([C:10]2[CH:15]=[CH:14][C:13](/[C:16](/[CH3:36])=[CH:17]/[CH2:18][O:19][C:20]3[CH:21]=[CH:22][C:23]([CH2:26][C@H:27]([O:33][CH2:34][CH3:35])[C:28]([OH:30])=[O:29])=[CH:24][CH:25]=3)=[CH:12][CH:11]=2)=[CH:8][CH:9]=1)(=[O:3])[CH3:2]. The yield is 0.370.